From a dataset of Reaction yield outcomes from USPTO patents with 853,638 reactions. Predict the reaction yield, written as a fraction of the theoretical maximum amount of product (1.0 means a 100% yield; for example, 0.34 means a 34% yield). (1) The product is [C:27]([O:31][C:32]([NH:34][CH2:35][CH2:36][O:37][CH2:38][CH2:39][I:25])=[O:33])([CH3:30])([CH3:29])[CH3:28]. The reactants are C1(P(C2C=CC=CC=2)C2C=CC=CC=2)C=CC=CC=1.N1C=CN=C1.[I:25]I.[C:27]([O:31][C:32]([NH:34][CH2:35][CH2:36][O:37][CH2:38][CH2:39]O)=[O:33])([CH3:30])([CH3:29])[CH3:28]. The yield is 0.950. The catalyst is ClCCl. (2) The reactants are [CH:1]([O:4][C:5]1[CH:13]=[CH:12][C:11]([S:14]([CH3:17])(=[O:16])=[O:15])=[CH:10][C:6]=1[C:7]([OH:9])=O)([CH3:3])[CH3:2].Cl.[CH3:19][C:20]([CH3:35])([CH3:34])[C:21]([C:23]1[S:27][C:26]([N:28]2[CH2:33][CH2:32][NH:31][CH2:30][CH2:29]2)=[N:25][CH:24]=1)=[O:22]. No catalyst specified. The product is [CH:1]([O:4][C:5]1[CH:13]=[CH:12][C:11]([S:14]([CH3:17])(=[O:16])=[O:15])=[CH:10][C:6]=1[C:7]([N:31]1[CH2:32][CH2:33][N:28]([C:26]2[S:27][C:23]([C:21](=[O:22])[C:20]([CH3:34])([CH3:19])[CH3:35])=[CH:24][N:25]=2)[CH2:29][CH2:30]1)=[O:9])([CH3:2])[CH3:3]. The yield is 0.280. (3) The reactants are [C:1]([C:4]1[O:12][C:11]2[C:10]([N:13]3[CH2:18][CH2:17][CH:16]([CH2:19][CH2:20][NH:21]C(=O)OC(C)(C)C)[CH2:15][CH2:14]3)=[N:9][CH:8]=[N:7][C:6]=2[CH:5]=1)(=[O:3])[NH2:2].CO. The catalyst is Cl. The product is [NH2:21][CH2:20][CH2:19][CH:16]1[CH2:17][CH2:18][N:13]([C:10]2[C:11]3[O:12][C:4]([C:1]([NH2:2])=[O:3])=[CH:5][C:6]=3[N:7]=[CH:8][N:9]=2)[CH2:14][CH2:15]1. The yield is 0.660.